This data is from Peptide-MHC class I binding affinity with 185,985 pairs from IEDB/IMGT. The task is: Regression. Given a peptide amino acid sequence and an MHC pseudo amino acid sequence, predict their binding affinity value. This is MHC class I binding data. (1) The peptide sequence is GLTSAVIDA. The MHC is HLA-A68:02 with pseudo-sequence HLA-A68:02. The binding affinity (normalized) is 0.239. (2) The peptide sequence is LVGGREWSY. The MHC is HLA-A01:01 with pseudo-sequence HLA-A01:01. The binding affinity (normalized) is 0.0847.